The task is: Predict the product of the given reaction.. This data is from Forward reaction prediction with 1.9M reactions from USPTO patents (1976-2016). Given the reactants C(O[C:6]([N:8]1[CH2:13][CH2:12][CH:11]([C:14]2[C:23]3[C:18](=[CH:19][C:20]([O:24][CH2:25][CH2:26][CH2:27][NH:28][S:29]([CH3:32])(=[O:31])=[O:30])=[CH:21][CH:22]=3)[N:17]=[CH:16][N:15]=2)[CH2:10][CH2:9]1)=[O:7])(C)(C)C.C(O)(C(F)(F)F)=O.[Al].Cl.[N+](C1C=CC(OC(=O)[NH:53][C:54]2[CH:59]=[CH:58][C:57]([N:60]3[CH2:65][CH2:64][O:63][CH2:62][CH2:61]3)=[CH:56][CH:55]=2)=CC=1)([O-])=O, predict the reaction product. The product is: [N:60]1([C:57]2[CH:56]=[CH:55][C:54]([NH:53][C:6]([N:8]3[CH2:9][CH2:10][CH:11]([C:14]4[C:23]5[C:18](=[CH:19][C:20]([O:24][CH2:25][CH2:26][CH2:27][NH:28][S:29]([CH3:32])(=[O:31])=[O:30])=[CH:21][CH:22]=5)[N:17]=[CH:16][N:15]=4)[CH2:12][CH2:13]3)=[O:7])=[CH:59][CH:58]=2)[CH2:61][CH2:62][O:63][CH2:64][CH2:65]1.